From a dataset of Forward reaction prediction with 1.9M reactions from USPTO patents (1976-2016). Predict the product of the given reaction. (1) Given the reactants [OH:1][C:2]1[CH:15]=[CH:14][C:5]2[C@H:6]([CH2:9][C:10]([O:12][CH3:13])=[O:11])[CH2:7][O:8][C:4]=2[CH:3]=1.[F:16][C:17]1[C:18]([CH3:40])=[C:19]([C:32]2[CH:37]=[CH:36][CH:35]=[C:34]([CH2:38]O)[CH:33]=2)[C:20]([CH3:31])=[CH:21][C:22]=1[O:23][CH2:24][CH2:25][CH2:26][S:27]([CH3:30])(=[O:29])=[O:28].C(P(CCCC)CCCC)CCC.N(C(N1CCCCC1)=O)=NC(N1CCCCC1)=O, predict the reaction product. The product is: [F:16][C:17]1[C:18]([CH3:40])=[C:19]([C:32]2[CH:37]=[CH:36][CH:35]=[C:34]([CH2:38][O:1][C:2]3[CH:15]=[CH:14][C:5]4[C@H:6]([CH2:9][C:10]([O:12][CH3:13])=[O:11])[CH2:7][O:8][C:4]=4[CH:3]=3)[CH:33]=2)[C:20]([CH3:31])=[CH:21][C:22]=1[O:23][CH2:24][CH2:25][CH2:26][S:27]([CH3:30])(=[O:29])=[O:28]. (2) Given the reactants [I:1][C:2]1[CH:3]=[C:4]2[C:9](=[CH:10][CH:11]=1)[C:8](=[O:12])[NH:7][C:6](=[O:13])/[C:5]/2=[CH:14]\[NH:15][C:16]1[CH:21]=[CH:20][C:19]([N:22]2[CH2:27][C@@H:26]([CH3:28])[N:25]([CH3:29])[CH2:24][C@@H:23]2[CH3:30])=[CH:18][CH:17]=1.BrC1C=C2C(=CC=1)[C:38](=[O:42])NC(=O)C2=CNC1C=CC(N2CC(C)NC(C)C2)=CC=1, predict the reaction product. The product is: [I:1][C:2]1[CH:3]=[C:4]2[C:9](=[CH:10][CH:11]=1)[C:8](=[O:12])[NH:7][C:6](=[O:13])/[C:5]/2=[CH:14]/[O:42][CH3:38].[CH3:30][CH:23]1[CH2:24][N:25]([CH3:29])[CH:26]([CH3:28])[CH2:27][N:22]1[C:19]1[CH:18]=[CH:17][C:16]([NH2:15])=[CH:21][CH:20]=1. (3) Given the reactants [Cl:1][C:2]1[CH:7]=[CH:6][C:5]([C:8]2([C:12]([OH:14])=O)[CH2:11][CH2:10][CH2:9]2)=[CH:4][CH:3]=1.[NH2:15][CH2:16][CH2:17][CH2:18][N:19]1[CH2:24][CH2:23][CH:22]([C:25]2[CH:26]=[C:27]([NH:31][C:32](=[O:35])[CH2:33][CH3:34])[CH:28]=[CH:29][CH:30]=2)[CH2:21][CH2:20]1, predict the reaction product. The product is: [Cl:1][C:2]1[CH:3]=[CH:4][C:5]([C:8]2([C:12]([NH:15][CH2:16][CH2:17][CH2:18][N:19]3[CH2:24][CH2:23][CH:22]([C:25]4[CH:30]=[CH:29][CH:28]=[C:27]([NH:31][C:32](=[O:35])[CH2:33][CH3:34])[CH:26]=4)[CH2:21][CH2:20]3)=[O:14])[CH2:9][CH2:10][CH2:11]2)=[CH:6][CH:7]=1. (4) Given the reactants Br[C:2]1[CH:7]=[CH:6][C:5]([C:8]([F:11])([F:10])[F:9])=[CH:4][C:3]=1[S:12]([NH2:15])(=[O:14])=[O:13].[F:16][C:17]1[CH:22]=[C:21](B2OC(C)(C)C(C)(C)O2)[CH:20]=[CH:19][C:18]=1[C:32]1[CH:33]=[N:34][C:35]([NH2:38])=[N:36][CH:37]=1, predict the reaction product. The product is: [NH2:38][C:35]1[N:36]=[CH:37][C:32]([C:18]2[CH:19]=[CH:20][C:21]([C:2]3[C:3]([S:12]([NH2:15])(=[O:14])=[O:13])=[CH:4][C:5]([C:8]([F:11])([F:10])[F:9])=[CH:6][CH:7]=3)=[CH:22][C:17]=2[F:16])=[CH:33][N:34]=1. (5) Given the reactants [Cl:1][C:2]1[CH:8]=[C:7]([F:9])[CH:6]=[CH:5][C:3]=1[NH2:4].[C:10](Cl)(Cl)=[S:11].C(=O)(O)[O-].[Na+], predict the reaction product. The product is: [Cl:1][C:2]1[CH:8]=[C:7]([F:9])[CH:6]=[CH:5][C:3]=1[N:4]=[C:10]=[S:11]. (6) Given the reactants [Cl:1][C:2]1[CH:14]=[C:13](B2OC(C)(C)C(C)(C)O2)[CH:12]=[CH:11][C:3]=1[O:4][CH:5]1[CH2:10][CH2:9][O:8][CH2:7][CH2:6]1.C([O-])([O-])=O.[Na+].[Na+].Br[C:31]1[CH:36]=[CH:35][N:34]([CH2:37][CH2:38][CH:39]2[CH2:41][CH2:40]2)[C:33](=[O:42])[C:32]=1[C:43]#[N:44], predict the reaction product. The product is: [Cl:1][C:2]1[CH:14]=[C:13]([C:31]2[CH:36]=[CH:35][N:34]([CH2:37][CH2:38][CH:39]3[CH2:41][CH2:40]3)[C:33](=[O:42])[C:32]=2[C:43]#[N:44])[CH:12]=[CH:11][C:3]=1[O:4][CH:5]1[CH2:6][CH2:7][O:8][CH2:9][CH2:10]1. (7) Given the reactants [CH3:1][CH:2]1[CH2:5][O:4][CH:3]1CO.C(O[C:11](=[O:15])[O:12][CH2:13][CH3:14])C.[O-:16][CH2:17]C.[Na+].C(O)(=O)C.[Cl-].[Na+], predict the reaction product. The product is: [CH3:1][C:2]1([O:16][CH2:17][C:11]([O:12][CH2:13][CH3:14])=[O:15])[CH2:3][O:4][CH2:5]1.